From a dataset of Full USPTO retrosynthesis dataset with 1.9M reactions from patents (1976-2016). Predict the reactants needed to synthesize the given product. Given the product [F:23][C:24]1[CH:29]=[CH:28][C:27]([C:2]2[CH:3]=[C:4]3[C:9](=[C:10]([O:12][CH3:13])[CH:11]=2)[N:8]=[CH:7][N:6]([CH2:14][O:15][CH2:16][CH2:17][Si:18]([CH3:21])([CH3:20])[CH3:19])[C:5]3=[O:22])=[CH:26][CH:25]=1, predict the reactants needed to synthesize it. The reactants are: Br[C:2]1[CH:3]=[C:4]2[C:9](=[C:10]([O:12][CH3:13])[CH:11]=1)[N:8]=[CH:7][N:6]([CH2:14][O:15][CH2:16][CH2:17][Si:18]([CH3:21])([CH3:20])[CH3:19])[C:5]2=[O:22].[F:23][C:24]1[CH:29]=[CH:28][C:27](B(O)O)=[CH:26][CH:25]=1.C(=O)([O-])[O-].[K+].[K+].